This data is from TCR-epitope binding with 47,182 pairs between 192 epitopes and 23,139 TCRs. The task is: Binary Classification. Given a T-cell receptor sequence (or CDR3 region) and an epitope sequence, predict whether binding occurs between them. (1) The epitope is VLWAHGFEL. The TCR CDR3 sequence is CASSLGGELFF. Result: 1 (the TCR binds to the epitope). (2) The epitope is NLSALGIFST. The TCR CDR3 sequence is CAISDPDRVRFTEAFF. Result: 0 (the TCR does not bind to the epitope). (3) The epitope is TSNQVAVLY. The TCR CDR3 sequence is CASSFGQGAIEQYF. Result: 0 (the TCR does not bind to the epitope). (4) The epitope is FPPTSFGPL. The TCR CDR3 sequence is CASNRESAYTF. Result: 0 (the TCR does not bind to the epitope). (5) The epitope is GILGFVFTL. The TCR CDR3 sequence is CASSPRSGIEQFF. Result: 1 (the TCR binds to the epitope). (6) The epitope is KLWAQCVQL. The TCR CDR3 sequence is CASSQVAESSTDTQYF. Result: 1 (the TCR binds to the epitope).